Task: Predict the product of the given reaction.. Dataset: Forward reaction prediction with 1.9M reactions from USPTO patents (1976-2016) Given the reactants [Si:1]([O:8][CH2:9][CH:10]1[CH:18]2[O:19][C:20](=[O:21])[CH:12]([CH:13]3[CH:17]2[O:16][C:15]([CH3:23])([CH3:22])[O:14]3)[NH:11]1)([C:4]([CH3:7])([CH3:6])[CH3:5])([CH3:3])[CH3:2].[CH3:24][NH2:25], predict the reaction product. The product is: [Si:1]([O:8][CH2:9][C@H:10]1[NH:11][C@H:12]([C:20]([NH:25][CH3:24])=[O:21])[C@H:13]2[O:14][C:15]([CH3:23])([CH3:22])[O:16][C@H:17]2[C@@H:18]1[OH:19])([C:4]([CH3:7])([CH3:6])[CH3:5])([CH3:3])[CH3:2].